Predict hERG channel inhibition at various concentrations. From a dataset of hERG Central: cardiac toxicity at 1µM, 10µM, and general inhibition. (1) The drug is COCCCN(C(=O)CCOc1ccc(C(C)(C)C)cc1)c1c(N)n(Cc2ccccc2)c(=O)[nH]c1=O. Results: hERG_inhib (hERG inhibition (general)): blocker. (2) The molecule is O=C(c1ccc(Br)o1)N1CCN(c2ccc3nnc(-c4ccccc4)n3n2)CC1. Results: hERG_inhib (hERG inhibition (general)): blocker. (3) The molecule is COc1cc(CC(=O)OCC(=O)c2ccc3c(c2)OCCO3)cc(OC)c1OC. Results: hERG_inhib (hERG inhibition (general)): blocker. (4) The drug is Cc1ccc2[nH]c(=O)c(CN(CCCN3CCOCC3)Cc3nnnn3C3CCCC3)cc2c1. Results: hERG_inhib (hERG inhibition (general)): blocker. (5) Results: hERG_inhib (hERG inhibition (general)): blocker. The compound is O=C(c1ccccc1)N1CCN(Cc2cccc(Oc3ccccc3)c2)CC1.